Predict which catalyst facilitates the given reaction. From a dataset of Catalyst prediction with 721,799 reactions and 888 catalyst types from USPTO. Reactant: FC(F)(F)C(O)=O.[CH3:8][O:9][C:10]([C@@H:12]1[CH2:16][C@@H:15]([S:17]([CH2:20][CH:21]2[CH2:23][CH2:22]2)(=[O:19])=[O:18])[CH2:14][NH:13]1)=[O:11].[C:24](OC(C)(C)C)(=[O:29])[CH2:25][C:26]([CH3:28])=[O:27]. Product: [CH3:8][O:9][C:10]([C@@H:12]1[CH2:16][C@@H:15]([S:17]([CH2:20][CH:21]2[CH2:23][CH2:22]2)(=[O:18])=[O:19])[CH2:14][N:13]1[C:24](=[O:29])[CH2:25][C:26](=[O:27])[CH3:28])=[O:11]. The catalyst class is: 66.